This data is from CYP2C19 inhibition data for predicting drug metabolism from PubChem BioAssay. The task is: Regression/Classification. Given a drug SMILES string, predict its absorption, distribution, metabolism, or excretion properties. Task type varies by dataset: regression for continuous measurements (e.g., permeability, clearance, half-life) or binary classification for categorical outcomes (e.g., BBB penetration, CYP inhibition). Dataset: cyp2c19_veith. (1) The drug is COC(=O)Cn1c(=O)c2c(nc(Br)n2Cc2ccccc2Cl)n(C)c1=O. The result is 1 (inhibitor). (2) The drug is O=C(O)CCCN1CCCCC1. The result is 0 (non-inhibitor). (3) The drug is Oc1ccc2ccccc2c1Cc1c(O)ccc2ccccc12. The result is 1 (inhibitor). (4) The drug is N=C(N)SCCc1ccc(OCc2ccc([N+](=O)[O-])cc2)cc1. The result is 0 (non-inhibitor). (5) The drug is COC(=O)c1ccc(-n2cncn2)c(F)c1. The result is 1 (inhibitor). (6) The drug is O=S(=O)(c1cnccc1N1CCN(CCO)CC1)N1CCCC1. The result is 0 (non-inhibitor). (7) The drug is CC(C)=CCC/C(C)=C/CO/N=C1/C[C@@H](O)[C@@H](O)[C@H]2[C@@H]1CC[C@@H]1C(=O)N(C[C@@H]3CCCO3)C(=O)[C@H]12. The result is 0 (non-inhibitor). (8) The molecule is Cc1cccc(Cl)c1NC[C@H](O)CN1CCN(C)CC1. The result is 0 (non-inhibitor).